Dataset: Peptide-MHC class I binding affinity with 185,985 pairs from IEDB/IMGT. Task: Regression. Given a peptide amino acid sequence and an MHC pseudo amino acid sequence, predict their binding affinity value. This is MHC class I binding data. (1) The peptide sequence is NTIDKSSPLY. The MHC is HLA-A03:01 with pseudo-sequence HLA-A03:01. The binding affinity (normalized) is 0.170. (2) The peptide sequence is VPKIFIDNI. The MHC is HLA-B54:01 with pseudo-sequence HLA-B54:01. The binding affinity (normalized) is 0.290. (3) The peptide sequence is PSSDVVAEY. The MHC is HLA-A68:01 with pseudo-sequence HLA-A68:01. The binding affinity (normalized) is 0.191. (4) The peptide sequence is NSFIISTLNK. The MHC is HLA-A03:01 with pseudo-sequence HLA-A03:01. The binding affinity (normalized) is 0.443. (5) The peptide sequence is FLVSQLFTF. The MHC is HLA-A02:01 with pseudo-sequence HLA-A02:01. The binding affinity (normalized) is 0.708. (6) The peptide sequence is LTGGVMLFF. The MHC is HLA-B58:01 with pseudo-sequence HLA-B58:01. The binding affinity (normalized) is 0.617. (7) The peptide sequence is YTFAISYCR. The MHC is HLA-A11:01 with pseudo-sequence HLA-A11:01. The binding affinity (normalized) is 0.888. (8) The peptide sequence is ITKGLGISYGR. The MHC is HLA-A29:02 with pseudo-sequence HLA-A29:02. The binding affinity (normalized) is 0.00936.